This data is from Forward reaction prediction with 1.9M reactions from USPTO patents (1976-2016). The task is: Predict the product of the given reaction. (1) Given the reactants [Br:1][C:2]1[CH:7]=[CH:6][CH:5]=[CH:4][C:3]=1[C:8](=[N:14][C:15]1[CH:20]=[CH:19][C:18]([CH3:21])=[C:17]([F:22])[CH:16]=1)/[N:9]=[CH:10]/N(C)C.C[Si]([CH:27]=[C:28]=[O:29])(C)C, predict the reaction product. The product is: [Br:1][C:2]1[CH:7]=[CH:6][CH:5]=[CH:4][C:3]=1[C:8]1[N:14]([C:15]2[CH:20]=[CH:19][C:18]([CH3:21])=[C:17]([F:22])[CH:16]=2)[C:28](=[O:29])[CH:27]=[CH:10][N:9]=1. (2) Given the reactants [OH:1][C:2]1[CH:3]=[C:4]([CH:9]=[C:10]([O:12][CH2:13][C:14]2[CH:19]=[CH:18][CH:17]=[CH:16][C:15]=2[CH3:20])[CH:11]=1)[C:5]([O:7][CH3:8])=[O:6].C1(P(C2C=CC=CC=2)C2C=CC=CC=2)C=CC=CC=1.N(C(OC(C)C)=O)=NC(OC(C)C)=O.[CH3:54][O:55][CH2:56][C@H:57](O)[CH3:58], predict the reaction product. The product is: [CH3:54][O:55][CH2:56][C@@H:57]([O:1][C:2]1[CH:3]=[C:4]([CH:9]=[C:10]([O:12][CH2:13][C:14]2[CH:19]=[CH:18][CH:17]=[CH:16][C:15]=2[CH3:20])[CH:11]=1)[C:5]([O:7][CH3:8])=[O:6])[CH3:58]. (3) Given the reactants [C:1]12([C:11]3[CH:12]=[C:13]([C:19]4[CH:20]=[C:21]([CH:24]=[CH:25][CH:26]=4)[CH:22]=O)[CH:14]=[C:15]([O:17][CH3:18])[CH:16]=3)[CH2:10][CH:5]3[CH2:6][CH:7]([CH2:9][CH:3]([CH2:4]3)[CH2:2]1)[CH2:8]2.[S:27]1[CH2:33][C:31](=[O:32])[NH:30][C:28]1=S.[NH:34]1[CH2:39][CH2:38][O:37][CH2:36][CH2:35]1, predict the reaction product. The product is: [C:1]12([C:11]3[CH:12]=[C:13]([C:19]4[CH:20]=[C:21]([CH:24]=[CH:25][CH:26]=4)[CH:22]=[C:33]4[S:27][C:28]([N:34]5[CH2:39][CH2:38][O:37][CH2:36][CH2:35]5)=[N:30][C:31]4=[O:32])[CH:14]=[C:15]([O:17][CH3:18])[CH:16]=3)[CH2:8][CH:7]3[CH2:6][CH:5]([CH2:4][CH:3]([CH2:9]3)[CH2:2]1)[CH2:10]2. (4) The product is: [NH:23]=[CH:21][C:8](=[O:10])[CH2:7][N:6]1[C:5]2[CH:11]=[CH:12][CH:13]=[CH:14][C:4]=2[N:3]([C:15]2[CH:20]=[CH:19][CH:18]=[CH:17][N:16]=2)[C:2]1=[O:1]. Given the reactants [O:1]=[C:2]1[N:6]([CH2:7][C:8]([OH:10])=O)[C:5]2[CH:11]=[CH:12][CH:13]=[CH:14][C:4]=2[N:3]1[C:15]1[CH:20]=[CH:19][CH:18]=[CH:17][N:16]=1.[CH2:21]([N:23](CC)CC)C.ClC(OCC(C)C)=O.[N+](=C)=[N-], predict the reaction product. (5) Given the reactants [OH:1][C:2]([C:5]1[O:6][CH:7]=[C:8](C(O)=O)[N:9]=1)([CH3:4])[CH3:3].CCN=C=NCCCN(C)C.CC[N:26]([CH:30]([CH3:32])[CH3:31])[CH:27](C)C.C1C=CC2N([OH:42])N=NC=2C=1.N[C@@H](C)C[N:46]1[CH:50]=[CH:49][C:48]([C:51]2[CH:58]=[C:57]([F:59])[C:54]([C:55]#[N:56])=[C:53]([Cl:60])[C:52]=2[F:61])=[N:47]1, predict the reaction product. The product is: [Cl:60][C:53]1[C:52]([F:61])=[C:51]([C:48]2[CH:49]=[CH:50][N:46]([CH2:32][C@@H:30]([NH:26][C:27]([C:7]3[O:6][C:5]([C:2]([OH:1])([CH3:3])[CH3:4])=[N:9][CH:8]=3)=[O:42])[CH3:31])[N:47]=2)[CH:58]=[C:57]([F:59])[C:54]=1[C:55]#[N:56]. (6) The product is: [Br:1][C:2]1[N:7]=[C:6]2[C:8]([I:11])=[CH:9][NH:10][C:5]2=[N:4][CH:3]=1. Given the reactants [Br:1][C:2]1[N:7]=[C:6]2[CH:8]=[CH:9][NH:10][C:5]2=[N:4][CH:3]=1.[I:11]N1C(=O)CCC1=O, predict the reaction product. (7) The product is: [N+:18]([C:15]1[CH:14]=[CH:13][C:12]([O:11][CH2:10][C:7]2[CH:8]=[CH:9][C:4]([C:3]([OH:21])=[O:2])=[CH:5][CH:6]=2)=[CH:17][CH:16]=1)([O-:20])=[O:19]. Given the reactants C[O:2][C:3](=[O:21])[C:4]1[CH:9]=[CH:8][C:7]([CH2:10][O:11][C:12]2[CH:17]=[CH:16][C:15]([N+:18]([O-:20])=[O:19])=[CH:14][CH:13]=2)=[CH:6][CH:5]=1.Cl, predict the reaction product. (8) The product is: [Br:1][C:2]1[N:10]=[CH:9][N:8]=[C:7]2[C:3]=1[N:4]=[CH:5][N:6]2[CH:12]1[CH2:13][CH2:14][CH2:15][CH2:16][O:11]1. Given the reactants [Br:1][C:2]1[N:10]=[CH:9][N:8]=[C:7]2[C:3]=1[NH:4][CH:5]=[N:6]2.[O:11]1[CH:16]=[CH:15][CH2:14][CH2:13][CH2:12]1.O.C1(C)C=CC(S(O)(=O)=O)=CC=1, predict the reaction product. (9) Given the reactants [NH2:1][C:2]1[O:6][CH:5]([C:7]2[CH:12]=[CH:11][C:10](F)=[CH:9][CH:8]=2)[C:4](=[O:14])[C:3]=1[OH:15].C(N(CC)CC)C.[Cl:23][Si](C)(C)C.[C:28](Cl)(=[O:30])[CH3:29].[F-].C([N+](CCCC)(CCCC)CCCC)CCC.S([O-])([O-])(=O)=O.[NH4+].[NH4+], predict the reaction product. The product is: [OH:15][C:3]1[C:4]([OH:14])=[C:5]([C:7]2[CH:12]=[CH:11][C:10]([Cl:23])=[CH:9][CH:8]=2)[O:6][C:2]=1[NH:1][C:28](=[O:30])[CH3:29].